This data is from NCI-60 drug combinations with 297,098 pairs across 59 cell lines. The task is: Regression. Given two drug SMILES strings and cell line genomic features, predict the synergy score measuring deviation from expected non-interaction effect. (1) Drug 1: C1=CC=C(C(=C1)C(C2=CC=C(C=C2)Cl)C(Cl)Cl)Cl. Drug 2: C1CCC(C(C1)N)N.C(=O)(C(=O)[O-])[O-].[Pt+4]. Cell line: DU-145. Synergy scores: CSS=19.9, Synergy_ZIP=-5.15, Synergy_Bliss=-5.27, Synergy_Loewe=-10.6, Synergy_HSA=-1.43. (2) Drug 1: C(CN)CNCCSP(=O)(O)O. Drug 2: CC1C(C(CC(O1)OC2CC(CC3=C2C(=C4C(=C3O)C(=O)C5=C(C4=O)C(=CC=C5)OC)O)(C(=O)CO)O)N)O.Cl. Cell line: T-47D. Synergy scores: CSS=39.4, Synergy_ZIP=1.95, Synergy_Bliss=1.57, Synergy_Loewe=-34.5, Synergy_HSA=1.61. (3) Drug 1: C1=CC=C(C=C1)NC(=O)CCCCCCC(=O)NO. Drug 2: COCCOC1=C(C=C2C(=C1)C(=NC=N2)NC3=CC=CC(=C3)C#C)OCCOC.Cl. Cell line: UACC62. Synergy scores: CSS=35.1, Synergy_ZIP=-4.30, Synergy_Bliss=1.84, Synergy_Loewe=-8.85, Synergy_HSA=4.03. (4) Drug 1: CC1=CC2C(CCC3(C2CCC3(C(=O)C)OC(=O)C)C)C4(C1=CC(=O)CC4)C. Drug 2: CC(C1=C(C=CC(=C1Cl)F)Cl)OC2=C(N=CC(=C2)C3=CN(N=C3)C4CCNCC4)N. Cell line: MALME-3M. Synergy scores: CSS=6.88, Synergy_ZIP=1.09, Synergy_Bliss=8.28, Synergy_Loewe=-1.94, Synergy_HSA=3.87. (5) Drug 1: CS(=O)(=O)C1=CC(=C(C=C1)C(=O)NC2=CC(=C(C=C2)Cl)C3=CC=CC=N3)Cl. Drug 2: CC1C(C(CC(O1)OC2CC(OC(C2O)C)OC3=CC4=CC5=C(C(=O)C(C(C5)C(C(=O)C(C(C)O)O)OC)OC6CC(C(C(O6)C)O)OC7CC(C(C(O7)C)O)OC8CC(C(C(O8)C)O)(C)O)C(=C4C(=C3C)O)O)O)O. Cell line: EKVX. Synergy scores: CSS=32.7, Synergy_ZIP=7.82, Synergy_Bliss=12.9, Synergy_Loewe=15.0, Synergy_HSA=13.6. (6) Drug 1: C1CN1C2=NC(=NC(=N2)N3CC3)N4CC4. Drug 2: C1CCC(CC1)NC(=O)N(CCCl)N=O. Cell line: CCRF-CEM. Synergy scores: CSS=31.8, Synergy_ZIP=-6.45, Synergy_Bliss=-8.72, Synergy_Loewe=-27.8, Synergy_HSA=-7.74. (7) Drug 1: CCN(CC)CCCC(C)NC1=C2C=C(C=CC2=NC3=C1C=CC(=C3)Cl)OC. Drug 2: CC1C(C(CC(O1)OC2CC(CC3=C2C(=C4C(=C3O)C(=O)C5=CC=CC=C5C4=O)O)(C(=O)C)O)N)O. Cell line: SK-OV-3. Synergy scores: CSS=24.8, Synergy_ZIP=-4.87, Synergy_Bliss=-8.12, Synergy_Loewe=-20.2, Synergy_HSA=-7.40.